This data is from Catalyst prediction with 721,799 reactions and 888 catalyst types from USPTO. The task is: Predict which catalyst facilitates the given reaction. (1) Reactant: [F:1][C:2]1[CH:3]=[C:4]([NH:24][C:25](=[O:37])[CH2:26][C:27](NC2C=CC(F)=CC=2)=O)[CH:5]=[CH:6][C:7]=1[O:8][C:9]1[CH:14]=[CH:13][N:12]=[C:11]([NH:15]CCN2CCOCC2)[CH:10]=1.CCO[C:41]([CH3:43])=O.C([O-])(O)=O.[Na+]. Product: [NH2:15][C:11]1[CH:10]=[C:9]([O:8][C:7]2[CH:6]=[CH:5][C:4]([NH:24][C:25](=[O:37])[C:26]3[CH:27]=[CH:13][N:12]=[C:11]([NH:15][C:41]4[CH:43]=[CH:3][C:2]([F:1])=[CH:7][CH:6]=4)[CH:10]=3)=[CH:3][C:2]=2[F:1])[CH:14]=[CH:13][N:12]=1. The catalyst class is: 26. (2) Reactant: [CH:1]1([C:4]2[N:5]=[CH:6][C:7]([O:10][C@H:11]3[CH2:19][N:14]4[CH2:15][CH2:16][NH:17][CH2:18][C@@H:13]4[CH2:12]3)=[N:8][CH:9]=2)[CH2:3][CH2:2]1.C(N(CC)CC)C.[F:27][C:28]1[CH:36]=[CH:35][C:31]([C:32](Cl)=[O:33])=[CH:30][C:29]=1[C:37]([F:40])([F:39])[F:38]. Product: [CH:1]1([C:4]2[N:5]=[CH:6][C:7]([O:10][C@H:11]3[CH2:19][N:14]4[CH2:15][CH2:16][N:17]([C:32]([C:31]5[CH:35]=[CH:36][C:28]([F:27])=[C:29]([C:37]([F:40])([F:38])[F:39])[CH:30]=5)=[O:33])[CH2:18][C@@H:13]4[CH2:12]3)=[N:8][CH:9]=2)[CH2:3][CH2:2]1. The catalyst class is: 4. (3) Reactant: [Br:1][C:2]1[CH:7]=[CH:6][C:5]([CH2:8][C:9]([OH:11])=O)=[C:4]([F:12])[CH:3]=1.[NH:13]1[CH2:17][CH2:16][CH2:15][CH2:14]1.C(N(CC)C(C)C)(C)C.CN(C(ON1N=NC2C=CC=NC1=2)=[N+](C)C)C.F[P-](F)(F)(F)(F)F. Product: [Br:1][C:2]1[CH:7]=[CH:6][C:5]([CH2:8][C:9]([N:13]2[CH2:17][CH2:16][CH2:15][CH2:14]2)=[O:11])=[C:4]([F:12])[CH:3]=1. The catalyst class is: 9. (4) Reactant: [CH2:1]([C:4]1[CH:16]=[CH:15][C:7]([CH2:8][NH:9][CH2:10][C:11]([O:13][CH3:14])=[O:12])=[CH:6][CH:5]=1)[CH2:2][CH3:3].[CH2:17]([C:20]1[CH:25]=[CH:24][C:23]([CH2:26][C:27](O)=[O:28])=[CH:22][CH:21]=1)[CH2:18][CH3:19].C(Cl)CCl.C1C=CC2N(O)N=NC=2C=1.CCN(C(C)C)C(C)C.S([O-])([O-])(=O)=O.[Mg+2]. Product: [CH2:1]([C:4]1[CH:16]=[CH:15][C:7]([CH2:8][N:9]([CH2:10][C:11]([O:13][CH3:14])=[O:12])[C:27](=[O:28])[CH2:26][C:23]2[CH:24]=[CH:25][C:20]([CH2:17][CH2:18][CH3:19])=[CH:21][CH:22]=2)=[CH:6][CH:5]=1)[CH2:2][CH3:3]. The catalyst class is: 2. (5) Reactant: Br[C:2]1[CH:7]=[CH:6][CH:5]=[CH:4][N:3]=1.[CH2:8]([O:10][C:11](=[O:16])[C:12](Br)([F:14])[F:13])[CH3:9].C(OC(C)C)(=O)C. Product: [CH2:8]([O:10][C:11](=[O:16])[C:12]([F:14])([F:13])[C:2]1[CH:7]=[CH:6][CH:5]=[CH:4][N:3]=1)[CH3:9]. The catalyst class is: 3. (6) Reactant: N1C=CC=CC=1.[Br:7][C:8]1[CH:13]=[CH:12][C:11]([CH2:14][NH:15][CH3:16])=[CH:10][C:9]=1[Cl:17].[CH3:18][S:19](Cl)(=[O:21])=[O:20]. Product: [Br:7][C:8]1[CH:13]=[CH:12][C:11]([CH2:14][N:15]([CH3:16])[S:19]([CH3:18])(=[O:21])=[O:20])=[CH:10][C:9]=1[Cl:17]. The catalyst class is: 2. (7) Reactant: [NH2:1][CH:2]1[CH2:11][C:10]2[C:9]([C:12]([NH2:14])=[O:13])=[CH:8][CH:7]=[C:6]([F:15])[C:5]=2[O:4][CH2:3]1.[F:16][C:17]1[CH:18]=[C:19]2[C:23](=[CH:24][CH:25]=1)[NH:22][CH:21]=[C:20]2[CH2:26][CH2:27][C:28](=O)[CH3:29].C(O)(=O)C.C(O[BH-](OC(=O)C)OC(=O)C)(=O)C.[Na+]. Product: [F:15][C:6]1[C:5]2[O:4][CH2:3][CH:2]([NH:1][CH:28]([CH3:29])[CH2:27][CH2:26][C:20]3[C:19]4[C:23](=[CH:24][CH:25]=[C:17]([F:16])[CH:18]=4)[NH:22][CH:21]=3)[CH2:11][C:10]=2[C:9]([C:12]([NH2:14])=[O:13])=[CH:8][CH:7]=1. The catalyst class is: 26.